Dataset: Reaction yield outcomes from USPTO patents with 853,638 reactions. Task: Predict the reaction yield, written as a fraction of the theoretical maximum amount of product (1.0 means a 100% yield; for example, 0.34 means a 34% yield). (1) The reactants are [C:1]([O:5][C:6]([N:8]1[CH2:13][CH2:12][CH2:11][CH:10]([C:14]([OH:16])=O)[CH2:9]1)=[O:7])([CH3:4])([CH3:3])[CH3:2].C(N(CC)CC)C.F[P-](F)(F)(F)(F)F.N1(O[P+](N2CCCC2)(N2CCCC2)N2CCCC2)C2C=CC=CC=2N=N1.[CH3:57][NH:58][O:59][CH3:60]. The catalyst is ClCCl. The product is [C:1]([O:5][C:6]([N:8]1[CH2:13][CH2:12][CH2:11][CH:10]([C:14]([N:58]([O:59][CH3:60])[CH3:57])=[O:16])[CH2:9]1)=[O:7])([CH3:2])([CH3:3])[CH3:4]. The yield is 0.960. (2) The reactants are C([O:3][C:4]([C:6]1([S:22]([C:25]2[CH:30]=[CH:29][C:28]([O:31][CH2:32][CH2:33][CH2:34][CH3:35])=[CH:27][CH:26]=2)(=[O:24])=[O:23])[CH2:11][CH2:10][N:9]([CH2:12][CH2:13][CH2:14][O:15][C:16]2[CH:21]=[CH:20][CH:19]=[CH:18][CH:17]=2)[CH2:8][CH2:7]1)=[O:5])C. The catalyst is C1COCC1.CO.[OH-].[Na+]. The product is [CH2:32]([O:31][C:28]1[CH:27]=[CH:26][C:25]([S:22]([C:6]2([C:4]([OH:5])=[O:3])[CH2:11][CH2:10][N:9]([CH2:12][CH2:13][CH2:14][O:15][C:16]3[CH:17]=[CH:18][CH:19]=[CH:20][CH:21]=3)[CH2:8][CH2:7]2)(=[O:24])=[O:23])=[CH:30][CH:29]=1)[CH2:33][CH2:34][CH3:35]. The yield is 0.430. (3) The reactants are [Br:1][C:2]1[CH:3]=[C:4]([NH:8][C:9](=[O:15])[O:10][C:11]([CH3:14])([CH3:13])[CH3:12])[CH:5]=[CH:6][CH:7]=1.[H-].[Na+].[CH3:18]I. The catalyst is CN(C=O)C. The product is [Br:1][C:2]1[CH:3]=[C:4]([N:8]([CH3:18])[C:9](=[O:15])[O:10][C:11]([CH3:12])([CH3:14])[CH3:13])[CH:5]=[CH:6][CH:7]=1. The yield is 0.950. (4) The reactants are [OH:1][B:2]1[C:6]2[CH:7]=[C:8]([CH:11]=O)[CH:9]=[CH:10][C:5]=2[C:4]([CH3:14])([CH3:13])[O:3]1.[BH-](OC(C)=O)(OC(C)=O)OC(C)=O.[Na+].[CH3:29][NH2:30].O. The catalyst is C1COCC1.C(O)(=O)C. The product is [CH3:13][C:4]1([CH3:14])[O:3][B:2]([OH:1])[C:6]2[CH:7]=[C:8]([CH2:11][NH:30][CH3:29])[CH:9]=[CH:10][C:5]1=2. The yield is 0.750. (5) The reactants are [SH:1][C:2]1[N:9]=[CH:8][CH:7]=[CH:6][C:3]=1[C:4]#[N:5].[OH-].[Na+].Br[CH2:13][N+:14]([O-:16])=[O:15]. The catalyst is CN(C=O)C.O. The product is [N+:14]([C:13]1[S:1][C:2]2=[N:9][CH:8]=[CH:7][CH:6]=[C:3]2[C:4]=1[NH2:5])([O-:16])=[O:15]. The yield is 0.780. (6) The reactants are C(O[C:9]([N:11]([CH2:13][C:14]1[C:22]2[C:17](=[CH:18][CH:19]=[CH:20][CH:21]=2)[N:16]([CH2:23][C:24]2[CH:29]=[CH:28][CH:27]=[CH:26][CH:25]=2)[CH:15]=1)C)=O)C1C=CC=CC=1. The catalyst is [OH-].[OH-].[Pd+2].CO. The product is [CH2:23]([N:16]1[C:17]2[C:22](=[CH:21][CH:20]=[CH:19][CH:18]=2)[C:14]([CH2:13][NH:11][CH3:9])=[CH:15]1)[C:24]1[CH:25]=[CH:26][CH:27]=[CH:28][CH:29]=1. The yield is 0.860. (7) No catalyst specified. The product is [OH:25][C:26]1[CH:31]=[C:30]([OH:32])[CH:29]=[CH:28][C:27]=1[C@H:40]1[CH2:45][CH2:44][C@H:43]([O:46][C:16]([NH:15][CH2:14][C:13]([O:12][CH2:10][CH3:11])=[O:17])=[O:50])[CH2:42][CH2:41]1. The yield is 0.700. The reactants are C(N(CC)C(C)C)(C)C.[CH2:10]([O:12][C:13](=[O:17])[CH2:14][N+:15]#[C-:16])[CH3:11].[Si]([O:25][C:26]1[CH:31]=[C:30]([O:32][Si](C(C)(C)C)(C)C)[CH:29]=[CH:28][C:27]=1[C@H:40]1[CH2:45][CH2:44][C@H:43]([OH:46])[CH2:42][CH2:41]1)(C(C)(C)C)(C)C.CN(C)C=[O:50].